Dataset: Full USPTO retrosynthesis dataset with 1.9M reactions from patents (1976-2016). Task: Predict the reactants needed to synthesize the given product. (1) Given the product [CH3:21][C:16]1([CH3:22])[C:17]([CH3:20])([CH3:19])[O:18][B:14]([C:2]2[CH:3]=[C:4]3[C:9](=[CH:10][CH:11]=2)[CH:8]=[C:7]([C:12]#[N:13])[CH:6]=[CH:5]3)[O:15]1, predict the reactants needed to synthesize it. The reactants are: Br[C:2]1[CH:3]=[C:4]2[C:9](=[CH:10][CH:11]=1)[CH:8]=[C:7]([C:12]#[N:13])[CH:6]=[CH:5]2.[B:14]1([B:14]2[O:18][C:17]([CH3:20])([CH3:19])[C:16]([CH3:22])([CH3:21])[O:15]2)[O:18][C:17]([CH3:20])([CH3:19])[C:16]([CH3:22])([CH3:21])[O:15]1.C([O-])(=O)C.[K+].C(Cl)Cl. (2) Given the product [ClH:34].[NH2:22][CH2:21][CH2:20][O:19][CH2:18][CH2:17][O:16][CH2:15][CH2:14][O:13][CH2:12][CH2:11][O:10][CH2:9][CH2:8][O:7][CH2:6][CH2:5][SH:4], predict the reactants needed to synthesize it. The reactants are: C([S:4][CH2:5][CH2:6][O:7][CH2:8][CH2:9][O:10][CH2:11][CH2:12][O:13][CH2:14][CH2:15][O:16][CH2:17][CH2:18][O:19][CH2:20][CH2:21][N-:22]C(=O)C(F)(F)F)(=O)C.CO.C[O-].[Na+].[ClH:34]. (3) Given the product [C:3]([C:5]1[CH:6]=[C:7]2[C:11](=[CH:12][CH:13]=1)[NH:10][C:9]([OH:14])=[C:8]2[C:16]1[CH:17]=[C:18]([CH:27]=[CH:28][N:29]=1)[C:19]([NH:21][CH2:22][CH2:23][N:24]([CH3:25])[CH3:26])=[O:20])#[N:4], predict the reactants needed to synthesize it. The reactants are: [H-].[Na+].[C:3]([C:5]1[CH:6]=[C:7]2[C:11](=[CH:12][CH:13]=1)[NH:10][C:9](=[O:14])[CH2:8]2)#[N:4].Cl[C:16]1[CH:17]=[C:18]([CH:27]=[CH:28][N:29]=1)[C:19]([NH:21][CH2:22][CH2:23][N:24]([CH3:26])[CH3:25])=[O:20]. (4) Given the product [CH3:21][O:22][C:23](=[O:42])[CH2:24][CH2:25][C:26]1[CH:31]=[CH:30][C:29]([O:32][CH2:33][CH2:34][C@@H:35]([O:14][C:11]2[C:10]([C:15]3[CH:16]=[N:17][CH:18]=[CH:19][CH:20]=3)=[CH:9][C:8]([Cl:7])=[CH:13][N:12]=2)[CH3:36])=[CH:28][C:27]=1[CH3:1], predict the reactants needed to synthesize it. The reactants are: [C:1](=O)([O-])[O-].[Cs+].[Cs+].[Cl:7][C:8]1[CH:9]=[C:10]([C:15]2[CH:16]=[N:17][CH:18]=[CH:19][CH:20]=2)[C:11]([OH:14])=[N:12][CH:13]=1.[CH3:21][O:22][C:23](=[O:42])[CH2:24][CH2:25][C:26]1[CH:31]=[CH:30][C:29]([O:32][CH2:33][CH2:34][C@@H:35](OS(C)(=O)=O)[CH3:36])=[CH:28][CH:27]=1. (5) Given the product [CH3:1][N:2]([CH3:6])[CH2:3][CH2:4][NH:5][CH2:9][CH2:8][C:7]#[N:10], predict the reactants needed to synthesize it. The reactants are: [CH3:1][N:2]([CH3:6])[CH2:3][CH2:4][NH2:5].[C:7](#[N:10])[CH:8]=[CH2:9].